This data is from Forward reaction prediction with 1.9M reactions from USPTO patents (1976-2016). The task is: Predict the product of the given reaction. (1) The product is: [F:66][C:67]1[CH:73]=[CH:72][CH:71]=[CH:70][C:68]=1[NH:69][C:25]([C@H:17]1[N:16]([C:14](=[O:15])[C@@H:13]([NH:12][C:10](=[O:11])[C@@H:9]([N:8]([CH3:32])[C:6](=[O:7])[O:5][C:1]([CH3:3])([CH3:2])[CH3:4])[CH3:31])[CH:28]([CH3:29])[CH3:30])[C:20]2=[N:21][CH:22]=[CH:23][CH:24]=[C:19]2[CH2:18]1)=[O:27]. Given the reactants [C:1]([O:5][C:6]([N:8]([CH3:32])[C@@H:9]([CH3:31])[C:10]([NH:12][C@@H:13]([CH:28]([CH3:30])[CH3:29])[C:14]([N:16]1[C:20]2=[N:21][CH:22]=[CH:23][CH:24]=[C:19]2[CH2:18][C@H:17]1[C:25]([OH:27])=O)=[O:15])=[O:11])=[O:7])([CH3:4])([CH3:3])[CH3:2].CN(C(ON1N=NC2C=CC=NC1=2)=[N+](C)C)C.F[P-](F)(F)(F)(F)F.C(N(C(C)C)CC)(C)C.[F:66][C:67]1[CH:73]=[CH:72][CH:71]=[CH:70][C:68]=1[NH2:69], predict the reaction product. (2) Given the reactants C([O:3][C:4](=[O:29])[CH2:5][C:6]([N:8]1[CH2:13][CH2:12][O:11][CH:10]([C:14]2[CH:19]=[CH:18][C:17]([O:20][CH2:21][CH2:22][CH2:23][CH2:24][CH2:25][CH2:26][CH2:27][CH3:28])=[CH:16][CH:15]=2)[CH2:9]1)=[O:7])C.[OH-].[Li+], predict the reaction product. The product is: [CH2:21]([O:20][C:17]1[CH:18]=[CH:19][C:14]([CH:10]2[O:11][CH2:12][CH2:13][N:8]([C:6](=[O:7])[CH2:5][C:4]([OH:29])=[O:3])[CH2:9]2)=[CH:15][CH:16]=1)[CH2:22][CH2:23][CH2:24][CH2:25][CH2:26][CH2:27][CH3:28]. (3) Given the reactants [N:1]([N:3]1[C:9]2[CH:10]=[CH:11][CH:12]=[CH:13][C:8]=2[CH2:7][CH2:6][CH2:5][CH2:4]1)=O.[H-].[H-].[H-].[H-].[Li+].[Al+3], predict the reaction product. The product is: [N:3]1([NH2:1])[C:9]2[CH:10]=[CH:11][CH:12]=[CH:13][C:8]=2[CH2:7][CH2:6][CH2:5][CH2:4]1. (4) Given the reactants Br[CH2:2][C:3]([O:5][CH2:6][CH3:7])=[O:4].[Br:8][C:9]1[CH:14]=[CH:13][C:12]([OH:15])=[CH:11][N:10]=1.C(=O)([O-])[O-].[Cs+].[Cs+], predict the reaction product. The product is: [Br:8][C:9]1[N:10]=[CH:11][C:12]([O:15][CH2:2][C:3]([O:5][CH2:6][CH3:7])=[O:4])=[CH:13][CH:14]=1.